Dataset: Full USPTO retrosynthesis dataset with 1.9M reactions from patents (1976-2016). Task: Predict the reactants needed to synthesize the given product. (1) Given the product [O:1]=[C:2]([N:10]1[CH2:15][CH2:14][CH2:13][CH2:12][CH:11]1[C:16]([OH:18])=[O:17])[C:3](=[O:9])[C:4]1[S:5][CH:6]=[CH:7][CH:8]=1, predict the reactants needed to synthesize it. The reactants are: [O:1]=[C:2]([N:10]1[CH2:15][CH2:14][CH2:13][CH2:12][CH:11]1[C:16]([O:18]C)=[O:17])[C:3](=[O:9])[C:4]1[S:5][CH:6]=[CH:7][CH:8]=1.[Li+].[OH-].Cl. (2) Given the product [Br:13][CH2:12][C:5]1[CH:4]=[CH:3][C:2]([F:1])=[CH:11][C:6]=1[C:7]([O:9][CH3:10])=[O:8], predict the reactants needed to synthesize it. The reactants are: [F:1][C:2]1[CH:3]=[CH:4][C:5]([CH3:12])=[C:6]([CH:11]=1)[C:7]([O:9][CH3:10])=[O:8].[Br:13]N1C(=O)CCC1=O.C(OOC(=O)C1C=CC=CC=1)(=O)C1C=CC=CC=1.